This data is from Reaction yield outcomes from USPTO patents with 853,638 reactions. The task is: Predict the reaction yield, written as a fraction of the theoretical maximum amount of product (1.0 means a 100% yield; for example, 0.34 means a 34% yield). The reactants are Br[CH2:2][C:3]1[CH:10]=[CH:9][C:6]([C:7]#[N:8])=[CH:5][C:4]=1[O:11][CH3:12].[C:13]([SiH2:17][O:18][C:19]([CH3:45])([CH3:44])[C:20]1[N:21]=[CH:22][N:23](C(C2C=CC=CC=2)(C2C=CC=CC=2)C2C=CC=CC=2)[CH:24]=1)([CH3:16])([CH3:15])[CH3:14]. The catalyst is C(#N)C. The product is [C:13]([SiH2:17][O:18][C:19]([CH3:45])([CH3:44])[C:20]1[N:21]([CH2:2][C:3]2[CH:10]=[CH:9][C:6]([C:7]#[N:8])=[CH:5][C:4]=2[O:11][CH3:12])[CH:22]=[N:23][CH:24]=1)([CH3:16])([CH3:14])[CH3:15]. The yield is 0.530.